Predict which catalyst facilitates the given reaction. From a dataset of Catalyst prediction with 721,799 reactions and 888 catalyst types from USPTO. (1) Reactant: [CH3:1][S:2][C:3]1[N:4]=[C:5](O)[C:6]2[CH2:12][CH2:11][N:10]([C:13]3[C:18]([C:19]([F:22])([F:21])[F:20])=[CH:17][CH:16]=[CH:15][N:14]=3)[CH2:9][CH2:8][C:7]=2[N:23]=1.C(OC(C1C(=O)CCN([C:38]2[C:43]([C:44]([F:47])([F:46])[F:45])=[CH:42][CH:41]=[CH:40][N:39]=2)CC1)=O)C.[CH3:48]C[O-].[Na+].NC(N)=S. Product: [CH3:1][S:2][C:3]1[N:4]=[C:5]([NH:39][C:40]2[CH:41]=[CH:42][C:43]([C:44]([F:45])([F:46])[F:47])=[CH:38][CH:48]=2)[C:6]2[CH2:12][CH2:11][N:10]([C:13]3[C:18]([C:19]([F:22])([F:21])[F:20])=[CH:17][CH:16]=[CH:15][N:14]=3)[CH2:9][CH2:8][C:7]=2[N:23]=1. The catalyst class is: 14. (2) Reactant: [F:1][C:2]1[CH:3]=[CH:4][C:5]([NH:8][NH2:9])=[N:6][CH:7]=1.[CH2:10]([N:12]1[CH2:16][CH2:15][CH2:14][C@H:13]1[C:17](O)=[O:18])[CH3:11].C(Cl)CCl.C1C=CC2N(O)N=NC=2C=1.O. Product: [F:1][C:2]1[CH:3]=[CH:4][C:5]([NH:8][NH:9][C:17]([C@@H:13]2[CH2:14][CH2:15][CH2:16][N:12]2[CH2:10][CH3:11])=[O:18])=[N:6][CH:7]=1. The catalyst class is: 3. (3) The catalyst class is: 21. Product: [CH3:1][CH2:2][CH2:3][CH2:4][CH2:5][C@H:6]([OH:28])[CH2:7][CH2:8][C@@H:9]1[C@H:10]2[CH2:11][C:12]3[CH:13]=[CH:14][CH:15]=[C:16]([O:23][CH2:24][C:25]([OH:27])=[O:26])[C:17]=3[CH2:18][C@H:19]2[CH2:20][C@H:21]1[OH:22].[CH2:34]([NH:33][CH2:37][CH2:38][OH:39])[CH2:35][OH:36]. Reactant: [CH3:1][CH2:2][CH2:3][CH2:4][CH2:5][C@H:6]([OH:28])[CH2:7][CH2:8][C@H:9]1[C@H:21]([OH:22])[CH2:20][C@H:19]2[C@@H:10]1[CH2:11][C:12]1[C:17]([CH2:18]2)=[C:16]([O:23][CH2:24][C:25]([OH:27])=[O:26])[CH:15]=[CH:14][CH:13]=1.C(O)C.O.[NH:33]([CH2:37][CH2:38][OH:39])[CH2:34][CH2:35][OH:36]. (4) Reactant: Cl.NO.O[K].CC1[N:8]([C:13]2[CH:17]=[C:16]([C:18]([OH:21])([CH3:20])[CH3:19])[N:15]([CH3:22])[N:14]=2)C(C)=CC=1. Product: [NH2:8][C:13]1[CH:17]=[C:16]([C:18]([OH:21])([CH3:19])[CH3:20])[N:15]([CH3:22])[N:14]=1. The catalyst class is: 88. (5) Reactant: Cl.[NH2:2][C:3]1[S:7][C:6]([C:8]([O:10][CH2:11][CH3:12])=[O:9])=[C:5]([CH3:13])[CH:4]=1.C(=O)(O)[O-].[Na+]. Product: [NH2:2][C:3]1[S:7][C:6]([C:8]([O:10][CH2:11][CH3:12])=[O:9])=[C:5]([CH3:13])[CH:4]=1. The catalyst class is: 4.